From a dataset of Reaction yield outcomes from USPTO patents with 853,638 reactions. Predict the reaction yield, written as a fraction of the theoretical maximum amount of product (1.0 means a 100% yield; for example, 0.34 means a 34% yield). (1) The reactants are [CH2:1]([O:4][N:5]([C@@H:18]1[C:23]([C:24]([NH:26][CH3:27])=[O:25])=[CH:22][C@@H:21]([CH2:28][O:29][CH3:30])[NH:20][CH2:19]1)S(C1C=CC=CC=1[N+]([O-])=O)(=O)=O)[CH:2]=[CH2:3].C(=O)([O-])[O-].[K+].[K+].C1(S)C=CC=CC=1. The catalyst is C(#N)C. The product is [CH2:1]([O:4][NH:5][C@@H:18]1[C:23]([C:24]([NH:26][CH3:27])=[O:25])=[CH:22][C@@H:21]([CH2:28][O:29][CH3:30])[NH:20][CH2:19]1)[CH:2]=[CH2:3]. The yield is 0.810. (2) The reactants are [CH2:1]([O:8][N:9]1[C:15](=[O:16])[N:14]2[CH2:17][C@H:10]1[CH2:11][CH2:12][C@H:13]2[C:18]([NH:20][NH:21][C:22](=O)[CH2:23][CH:24]1[CH2:27][CH:26]([NH:28][C:29](=[O:35])[O:30][C:31]([CH3:34])([CH3:33])[CH3:32])[CH2:25]1)=[O:19])[C:2]1[CH:7]=[CH:6][CH:5]=[CH:4][CH:3]=1.N1C=CC=CC=1.O(S(C(F)(F)F)(=O)=O)S(C(F)(F)F)(=O)=O.C([O-])(O)=O.[Na+]. The catalyst is C(Cl)Cl. The product is [CH2:1]([O:8][N:9]1[C:15](=[O:16])[N:14]2[CH2:17][C@H:10]1[CH2:11][CH2:12][C@H:13]2[C:18]1[O:19][C:22]([CH2:23][CH:24]2[CH2:25][CH:26]([NH:28][C:29](=[O:35])[O:30][C:31]([CH3:34])([CH3:33])[CH3:32])[CH2:27]2)=[N:21][N:20]=1)[C:2]1[CH:7]=[CH:6][CH:5]=[CH:4][CH:3]=1. The yield is 0.480. (3) The reactants are [Br:1][C:2]1[CH:7]=[CH:6][C:5]([CH2:8][C:9]([OH:11])=O)=[CH:4][CH:3]=1.[CH2:12]([NH2:19])[C:13]1[CH:18]=[CH:17][CH:16]=[CH:15][CH:14]=1. No catalyst specified. The product is [CH2:12]([NH:19][C:9](=[O:11])[CH2:8][C:5]1[CH:4]=[CH:3][C:2]([Br:1])=[CH:7][CH:6]=1)[C:13]1[CH:18]=[CH:17][CH:16]=[CH:15][CH:14]=1. The yield is 0.820. (4) The reactants are [CH2:1]([N:8]1[CH2:13][CH2:12][C:11]2([C:21]3[C:16](=[CH:17][CH:18]=[CH:19][C:20]=3[CH:22]([OH:24])[CH3:23])[N:15](C(OC(C)(C)C)=O)[CH2:14]2)[CH2:10][CH2:9]1)[C:2]1[CH:7]=[CH:6][CH:5]=[CH:4][CH:3]=1.[ClH:32]. The catalyst is C(Cl)Cl.O1CCOCC1. The product is [ClH:32].[ClH:32].[CH2:1]([N:8]1[CH2:13][CH2:12][C:11]2([C:21]3[C:16](=[CH:17][CH:18]=[CH:19][C:20]=3[CH:22]([OH:24])[CH3:23])[NH:15][CH2:14]2)[CH2:10][CH2:9]1)[C:2]1[CH:7]=[CH:6][CH:5]=[CH:4][CH:3]=1. The yield is 1.00.